This data is from Forward reaction prediction with 1.9M reactions from USPTO patents (1976-2016). The task is: Predict the product of the given reaction. (1) Given the reactants BrCC(O[CH2:6][CH2:7][CH2:8][O:9][C:10](=[O:13])[CH2:11][Br:12])=O.[CH2:14]([C@H:29]([NH2:33])[C:30]([OH:32])=[O:31])[CH2:15][C:16]([NH:18][C@H:19]([C:22]([NH:24][CH2:25][C:26]([OH:28])=[O:27])=[O:23])[CH2:20][SH:21])=[O:17].[OH-:34].[Na+].C[C:37]([CH3:39])=[O:38], predict the reaction product. The product is: [Br:12][CH2:11][C:10]([O:9][CH2:8][CH2:7][CH2:6][CH2:39][C:37]([O:34][S:21][CH2:20][C@@H:19]([C:22]([NH:24][CH2:25][C:26]([OH:28])=[O:27])=[O:23])[NH:18][C:16](=[O:17])[CH2:15][CH2:14][C@@H:29]([C:30]([OH:32])=[O:31])[NH2:33])=[O:38])=[O:13]. (2) Given the reactants Cl.[CH3:2][O:3][C:4]1[CH:5]=[C:6]([C:12]2[C:13]([CH3:25])([CH3:24])[C:14](=[O:23])[N:15]([CH:17]3[CH2:22][CH2:21][NH:20][CH2:19][CH2:18]3)[N:16]=2)[CH:7]=[CH:8][C:9]=1[O:10][CH3:11].[NH2:26][C:27]1[CH:35]=[CH:34][C:30]([C:31](O)=[O:32])=[CH:29][C:28]=1[C:36]([F:39])([F:38])[F:37], predict the reaction product. The product is: [NH2:26][C:27]1[CH:35]=[CH:34][C:30]([C:31]([N:20]2[CH2:21][CH2:22][CH:17]([N:15]3[C:14](=[O:23])[C:13]([CH3:25])([CH3:24])[C:12]([C:6]4[CH:7]=[CH:8][C:9]([O:10][CH3:11])=[C:4]([O:3][CH3:2])[CH:5]=4)=[N:16]3)[CH2:18][CH2:19]2)=[O:32])=[CH:29][C:28]=1[C:36]([F:37])([F:38])[F:39]. (3) The product is: [C:1]([C:3]1[CH:4]=[C:5]2[C:9](=[CH:10][CH:11]=1)[NH:8][C:7]([C:24](=[O:29])[C:25]([O:27][CH3:28])=[O:26])=[CH:6]2)#[N:2]. Given the reactants [C:1]([C:3]1[CH:4]=[C:5]2[C:9](=[CH:10][CH:11]=1)[N:8](C(OC(C)(C)C)=O)[CH:7]=[CH:6]2)#[N:2].[Li]C(C)(C)C.[C:24](OC)(=[O:29])[C:25]([O:27][CH3:28])=[O:26].CO, predict the reaction product. (4) Given the reactants [F:1][C:2]([C:5]1[CH:6]=[C:7]([CH:28]=[CH:29][CH:30]=1)[O:8][C:9]1[CH:14]=[CH:13][C:12]([C:15]2[C:20]3=[N:21][S:22](=[O:26])(=[O:25])[CH2:23][CH2:24][N:19]3[CH:18]=[C:17]([CH3:27])[CH:16]=2)=[CH:11][CH:10]=1)([F:4])[CH3:3], predict the reaction product. The product is: [F:4][C:2]([C:5]1[CH:6]=[C:7]([CH:28]=[CH:29][CH:30]=1)[O:8][C:9]1[CH:10]=[CH:11][C:12]([CH:15]2[C:20]3=[N:21][S:22](=[O:26])(=[O:25])[CH2:23][CH2:24][N:19]3[CH2:18][CH:17]([CH3:27])[CH2:16]2)=[CH:13][CH:14]=1)([F:1])[CH3:3]. (5) The product is: [Cl:26][C:20]1[CH:21]=[C:22]([Cl:25])[CH:23]=[CH:24][C:19]=1[O:18][C:13]1[CH:14]=[CH:15][CH:16]=[CH:17][C:12]=1[NH:11][S:8]([C:5]1[CH:4]=[CH:3][C:2]([NH:1][C:29](=[O:30])[C:28]([F:39])([F:38])[F:27])=[CH:7][CH:6]=1)(=[O:9])=[O:10]. Given the reactants [NH2:1][C:2]1[CH:7]=[CH:6][C:5]([S:8]([NH:11][C:12]2[CH:17]=[CH:16][CH:15]=[CH:14][C:13]=2[O:18][C:19]2[CH:24]=[CH:23][C:22]([Cl:25])=[CH:21][C:20]=2[Cl:26])(=[O:10])=[O:9])=[CH:4][CH:3]=1.[F:27][C:28]([F:39])([F:38])[C:29](O[C:29](=[O:30])[C:28]([F:39])([F:38])[F:27])=[O:30], predict the reaction product. (6) The product is: [N:13]([CH2:6][C@H:7]1[CH2:12][CH2:11][CH2:10][CH2:9][O:8]1)=[N+:14]=[N-:15]. Given the reactants CS(O[CH2:6][C@H:7]1[CH2:12][CH2:11][CH2:10][CH2:9][O:8]1)(=O)=O.[N-:13]=[N+:14]=[N-:15].[Na+], predict the reaction product. (7) Given the reactants [C:1]([O:4][C:5](=[O:7])[CH3:6])(=O)[CH3:2].[NH2:8][C:9]1[C:18]2[C:13](=[CH:14][CH:15]=[CH:16][CH:17]=2)[C:12](CCO)=[C:11]([N+:22]([O-:24])=[O:23])[CH:10]=1, predict the reaction product. The product is: [C:5]([O:4][CH2:1][CH2:2][C:12]1[C:13]2[C:18](=[CH:17][CH:16]=[CH:15][CH:14]=2)[C:9]([NH2:8])=[CH:10][C:11]=1[N+:22]([O-:24])=[O:23])(=[O:7])[CH3:6].